Predict the reactants needed to synthesize the given product. From a dataset of Full USPTO retrosynthesis dataset with 1.9M reactions from patents (1976-2016). (1) Given the product [CH3:12][CH:9]([C:10]#[CH:11])[CH2:8][CH2:7][CH2:6][CH:20]([S:17]([CH2:16][CH2:15][C:14]([F:24])([F:13])[F:23])(=[O:19])=[O:18])[C:21]#[N:22], predict the reactants needed to synthesize it. The reactants are: CS(O[CH2:6][CH2:7][CH2:8][CH:9]([CH3:12])[C:10]#[CH:11])(=O)=O.[F:13][C:14]([F:24])([F:23])[CH2:15][CH2:16][S:17]([CH2:20][C:21]#[N:22])(=[O:19])=[O:18].C(=O)([O-])[O-].[K+].[K+].Cl. (2) Given the product [F:1][C:2]1[CH:3]=[CH:4][C:5]2[C:6]3[C:11]([CH:12]([CH3:27])[N:13]([S:16]([C:19]4[CH:20]=[C:21]([OH:25])[CH:22]=[CH:23][CH:24]=4)(=[O:18])=[O:17])[C:14]=2[CH:15]=1)=[CH:10][CH:9]=[CH:8][CH:7]=3, predict the reactants needed to synthesize it. The reactants are: [F:1][C:2]1[CH:3]=[CH:4][C:5]2[C:6]3[C:11]([CH:12]([CH3:27])[N:13]([S:16]([C:19]4[CH:24]=[CH:23][CH:22]=[C:21]([O:25]C)[CH:20]=4)(=[O:18])=[O:17])[C:14]=2[CH:15]=1)=[CH:10][CH:9]=[CH:8][CH:7]=3.C1CCCCC=1.B(Br)(Br)Br. (3) Given the product [CH2:1]([O:3][C@H:4]([C:10]1[CH:15]=[CH:14][C:13]([O:16][CH:23]2[C:24]3[C:20](=[C:19]([O:18][CH3:17])[CH:27]=[CH:26][CH:25]=3)[CH2:21][CH2:22]2)=[CH:12][CH:11]=1)[CH2:5][C:6]([O:8][CH3:9])=[O:7])[CH3:2], predict the reactants needed to synthesize it. The reactants are: [CH2:1]([O:3][C@H:4]([C:10]1[CH:15]=[CH:14][C:13]([OH:16])=[CH:12][CH:11]=1)[CH2:5][C:6]([O:8][CH3:9])=[O:7])[CH3:2].[CH3:17][O:18][C:19]1[CH:27]=[CH:26][CH:25]=[C:24]2[C:20]=1[CH2:21][CH2:22][CH:23]2O.C1(P(C2C=CC=CC=2)C2C=CC=CC=2)C=CC=CC=1.C1(C)C=CC=CC=1.N(C(OCC)=O)=NC(OCC)=O. (4) The reactants are: [CH2:1]([O:8][C:9]1[C:18]2[C:13](=[CH:14][CH:15]=[CH:16][CH:17]=2)[C:12]([CH2:19][O:20][CH3:21])=[N:11][C:10]=1[C:22](O)=[O:23])[C:2]1[CH:7]=[CH:6][CH:5]=[CH:4][CH:3]=1.CCN(CC)CC.ClC(OCC(C)C)=O.Cl.[CH2:41]([O:48][C:49](=[O:52])[CH2:50][NH2:51])[C:42]1[CH:47]=[CH:46][CH:45]=[CH:44][CH:43]=1. Given the product [CH2:41]([O:48][C:49](=[O:52])[CH2:50][NH:51][C:22]([C:10]1[N:11]=[C:12]([CH2:19][O:20][CH3:21])[C:13]2[C:18]([C:9]=1[O:8][CH2:1][C:2]1[CH:7]=[CH:6][CH:5]=[CH:4][CH:3]=1)=[CH:17][CH:16]=[CH:15][CH:14]=2)=[O:23])[C:42]1[CH:47]=[CH:46][CH:45]=[CH:44][CH:43]=1, predict the reactants needed to synthesize it.